From a dataset of NCI-60 drug combinations with 297,098 pairs across 59 cell lines. Regression. Given two drug SMILES strings and cell line genomic features, predict the synergy score measuring deviation from expected non-interaction effect. (1) Drug 1: C1=NC(=NC(=O)N1C2C(C(C(O2)CO)O)O)N. Drug 2: C1C(C(OC1N2C=NC3=C2NC=NCC3O)CO)O. Cell line: SF-268. Synergy scores: CSS=13.4, Synergy_ZIP=-3.11, Synergy_Bliss=0.529, Synergy_Loewe=-1.70, Synergy_HSA=-0.914. (2) Drug 1: CC12CCC(CC1=CCC3C2CCC4(C3CC=C4C5=CN=CC=C5)C)O. Drug 2: C1=CC(=CC=C1CCC2=CNC3=C2C(=O)NC(=N3)N)C(=O)NC(CCC(=O)O)C(=O)O. Cell line: K-562. Synergy scores: CSS=53.1, Synergy_ZIP=0.437, Synergy_Bliss=-0.161, Synergy_Loewe=-1.91, Synergy_HSA=2.58. (3) Drug 1: CN(C)N=NC1=C(NC=N1)C(=O)N. Drug 2: CC12CCC3C(C1CCC2OP(=O)(O)O)CCC4=C3C=CC(=C4)OC(=O)N(CCCl)CCCl.[Na+]. Cell line: NCIH23. Synergy scores: CSS=-4.89, Synergy_ZIP=-1.76, Synergy_Bliss=-8.01, Synergy_Loewe=-8.85, Synergy_HSA=-7.59. (4) Drug 1: C1=CC=C(C=C1)NC(=O)CCCCCCC(=O)NO. Drug 2: CCC1(C2=C(COC1=O)C(=O)N3CC4=CC5=C(C=CC(=C5CN(C)C)O)N=C4C3=C2)O.Cl. Cell line: HCT-15. Synergy scores: CSS=19.1, Synergy_ZIP=-7.91, Synergy_Bliss=-2.60, Synergy_Loewe=-19.8, Synergy_HSA=-7.76. (5) Synergy scores: CSS=-9.35, Synergy_ZIP=9.26, Synergy_Bliss=5.55, Synergy_Loewe=-8.67, Synergy_HSA=-8.72. Cell line: A549. Drug 1: CC1=C(C=C(C=C1)C(=O)NC2=CC(=CC(=C2)C(F)(F)F)N3C=C(N=C3)C)NC4=NC=CC(=N4)C5=CN=CC=C5. Drug 2: CCCCCOC(=O)NC1=NC(=O)N(C=C1F)C2C(C(C(O2)C)O)O. (6) Drug 1: CC1C(C(CC(O1)OC2CC(CC3=C2C(=C4C(=C3O)C(=O)C5=C(C4=O)C(=CC=C5)OC)O)(C(=O)C)O)N)O.Cl. Drug 2: CCN(CC)CCCC(C)NC1=C2C=C(C=CC2=NC3=C1C=CC(=C3)Cl)OC. Cell line: DU-145. Synergy scores: CSS=24.3, Synergy_ZIP=-5.83, Synergy_Bliss=0.619, Synergy_Loewe=-2.89, Synergy_HSA=1.30. (7) Drug 1: C1=CC(=CC=C1CCCC(=O)O)N(CCCl)CCCl. Drug 2: C#CCC(CC1=CN=C2C(=N1)C(=NC(=N2)N)N)C3=CC=C(C=C3)C(=O)NC(CCC(=O)O)C(=O)O. Cell line: OVCAR-8. Synergy scores: CSS=14.9, Synergy_ZIP=-7.76, Synergy_Bliss=0.366, Synergy_Loewe=0.249, Synergy_HSA=0.0197.